From a dataset of Reaction yield outcomes from USPTO patents with 853,638 reactions. Predict the reaction yield, written as a fraction of the theoretical maximum amount of product (1.0 means a 100% yield; for example, 0.34 means a 34% yield). (1) The reactants are [N:1]1[CH:6]=[CH:5][CH:4]=[CH:3][C:2]=1[S:7](Cl)(=[O:9])=[O:8].C(O[C:16](=[O:35])[NH:17][C@H:18]([C:23](=[O:34])[NH:24][C@H:25]1[CH2:31][CH2:30][C@@H:29]([CH3:32])[NH:28][CH2:27][C@@H:26]1[OH:33])[CH2:19][CH:20]([CH3:22])[CH3:21])(C)(C)C.C(OC(=O)N[C@H](C(=O)N[C@@H:50]1[CH2:56][CH2:55][C@H:54]([CH3:57])NC[C@H:51]1[OH:58])CC(C)C)(C)(C)C.CN1CCO[CH2:64][CH2:63]1. The catalyst is C(Cl)Cl.CCOC(C)=O. The product is [CH3:22][CH:20]([CH3:21])[CH2:19][C@H:18]([NH:17][C:16]([C:63]1[O:58][C:51]2[CH:57]=[CH:54][CH:55]=[CH:56][C:50]=2[CH:64]=1)=[O:35])[C:23](=[O:34])[NH:24][C@H:25]1[CH2:31][CH2:30][C@@H:29]([CH3:32])[N:28]([S:7]([C:2]2[CH:3]=[CH:4][CH:5]=[CH:6][N:1]=2)(=[O:9])=[O:8])[CH2:27][C:26]1=[O:33]. The yield is 0.640. (2) The yield is 0.430. The reactants are [NH2:1][C:2]1[CH:3]=[C:4]([CH:8]2[C:17]([CH3:19])([CH3:18])[CH2:16][C:15]3[C:10](=[CH:11][CH:12]=[C:13]([C:20]#[N:21])[CH:14]=3)[NH:9]2)[CH:5]=[CH:6][CH:7]=1.[CH3:22][O:23][C:24](=[O:29])[C:25](Br)([CH3:27])[CH3:26].C(=O)([O-])[O-].[K+].[K+]. The product is [CH3:22][O:23][C:24](=[O:29])[C:25]([NH:1][C:2]1[CH:7]=[CH:6][CH:5]=[C:4]([CH:8]2[C:17]([CH3:18])([CH3:19])[CH2:16][C:15]3[C:10](=[CH:11][CH:12]=[C:13]([C:20]#[N:21])[CH:14]=3)[NH:9]2)[CH:3]=1)([CH3:27])[CH3:26]. The catalyst is CN(C)C=O. (3) The reactants are [CH3:1][CH:2]([CH3:43])[CH2:3][CH2:4][N:5]([CH2:38][CH2:39][CH:40]([CH3:42])[CH3:41])[C:6]([C:8]1[CH:9]=[CH:10][C:11]2[N:15]=[C:14]([NH:16][C:17]3[CH:22]=[CH:21][C:20]([N+:23]([O-])=O)=[CH:19][CH:18]=3)[N:13]([CH2:26][CH2:27][CH2:28][NH:29][C:30](=[O:36])[O:31][C:32]([CH3:35])([CH3:34])[CH3:33])[C:12]=2[CH:37]=1)=[O:7]. The catalyst is C(OCC)(=O)C.CO.[Pd]. The product is [NH2:23][C:20]1[CH:19]=[CH:18][C:17]([NH:16][C:14]2[N:13]([CH2:26][CH2:27][CH2:28][NH:29][C:30](=[O:36])[O:31][C:32]([CH3:33])([CH3:34])[CH3:35])[C:12]3[CH:37]=[C:8]([C:6]([N:5]([CH2:4][CH2:3][CH:2]([CH3:43])[CH3:1])[CH2:38][CH2:39][CH:40]([CH3:41])[CH3:42])=[O:7])[CH:9]=[CH:10][C:11]=3[N:15]=2)=[CH:22][CH:21]=1. The yield is 0.870. (4) The reactants are [CH3:1][N:2]([CH3:6])[CH2:3][CH2:4][OH:5].Cl[C:8]1[N:13]=[CH:12][C:11](/[C:14](/[C:24]2[CH:29]=[CH:28][C:27]([OH:30])=[CH:26][CH:25]=2)=[C:15](\[C:18]2[CH:23]=[CH:22][CH:21]=[CH:20][CH:19]=2)/[CH2:16][CH3:17])=[CH:10][CH:9]=1. No catalyst specified. The product is [CH3:1][N:2]([CH3:6])[CH2:3][CH2:4][O:5][C:8]1[N:13]=[CH:12][C:11](/[C:14](/[C:24]2[CH:25]=[CH:26][C:27]([OH:30])=[CH:28][CH:29]=2)=[C:15](\[C:18]2[CH:23]=[CH:22][CH:21]=[CH:20][CH:19]=2)/[CH2:16][CH3:17])=[CH:10][CH:9]=1. The yield is 0.750. (5) The reactants are [CH3:1][C:2]1[C:7](=[O:8])[NH:6][C:5](=[O:9])[N:4]2[CH:10]=[C:11]([C:13]([OH:15])=O)[S:12][C:3]=12.O.ON1C2C=CC=CC=2N=N1.Cl.CN(C)CCCN=C=NCC.[CH3:39][O:40][C:41]1[CH:48]=[CH:47][C:44]([CH2:45][NH2:46])=[CH:43][CH:42]=1. The catalyst is CN(C)C=O. The product is [CH3:39][O:40][C:41]1[CH:48]=[CH:47][C:44]([CH2:45][NH:46][C:13]([C:11]2[S:12][C:3]3[N:4]([C:5](=[O:9])[NH:6][C:7](=[O:8])[C:2]=3[CH3:1])[CH:10]=2)=[O:15])=[CH:43][CH:42]=1. The yield is 0.770.